This data is from NCI-60 drug combinations with 297,098 pairs across 59 cell lines. The task is: Regression. Given two drug SMILES strings and cell line genomic features, predict the synergy score measuring deviation from expected non-interaction effect. (1) Drug 1: C1C(C(OC1N2C=NC3=C(N=C(N=C32)Cl)N)CO)O. Drug 2: N.N.Cl[Pt+2]Cl. Cell line: MOLT-4. Synergy scores: CSS=84.9, Synergy_ZIP=1.80, Synergy_Bliss=1.87, Synergy_Loewe=2.66, Synergy_HSA=5.14. (2) Drug 1: CCC1=CC2CC(C3=C(CN(C2)C1)C4=CC=CC=C4N3)(C5=C(C=C6C(=C5)C78CCN9C7C(C=CC9)(C(C(C8N6C)(C(=O)OC)O)OC(=O)C)CC)OC)C(=O)OC.C(C(C(=O)O)O)(C(=O)O)O. Drug 2: CC1=C(C(=O)C2=C(C1=O)N3CC4C(C3(C2COC(=O)N)OC)N4)N. Cell line: HCT116. Synergy scores: CSS=53.5, Synergy_ZIP=0.270, Synergy_Bliss=-1.59, Synergy_Loewe=-1.56, Synergy_HSA=2.24. (3) Drug 1: C1=CC(=CC=C1CCCC(=O)O)N(CCCl)CCCl. Drug 2: C1C(C(OC1N2C=NC3=C2NC=NCC3O)CO)O. Cell line: OVCAR3. Synergy scores: CSS=9.48, Synergy_ZIP=-8.82, Synergy_Bliss=-6.93, Synergy_Loewe=-10.1, Synergy_HSA=-6.07. (4) Drug 1: CC1=C(C=C(C=C1)C(=O)NC2=CC(=CC(=C2)C(F)(F)F)N3C=C(N=C3)C)NC4=NC=CC(=N4)C5=CN=CC=C5. Drug 2: C1=NC(=NC(=O)N1C2C(C(C(O2)CO)O)O)N. Cell line: SR. Synergy scores: CSS=15.7, Synergy_ZIP=-20.6, Synergy_Bliss=-30.7, Synergy_Loewe=-40.4, Synergy_HSA=-30.1. (5) Drug 1: C1=NC(=NC(=O)N1C2C(C(C(O2)CO)O)O)N. Drug 2: CC1=C(N=C(N=C1N)C(CC(=O)N)NCC(C(=O)N)N)C(=O)NC(C(C2=CN=CN2)OC3C(C(C(C(O3)CO)O)O)OC4C(C(C(C(O4)CO)O)OC(=O)N)O)C(=O)NC(C)C(C(C)C(=O)NC(C(C)O)C(=O)NCCC5=NC(=CS5)C6=NC(=CS6)C(=O)NCCC[S+](C)C)O. Cell line: NCIH23. Synergy scores: CSS=50.8, Synergy_ZIP=-0.618, Synergy_Bliss=0.935, Synergy_Loewe=-20.0, Synergy_HSA=4.67. (6) Drug 1: CC1=CC=C(C=C1)C2=CC(=NN2C3=CC=C(C=C3)S(=O)(=O)N)C(F)(F)F. Drug 2: CC12CCC3C(C1CCC2OP(=O)(O)O)CCC4=C3C=CC(=C4)OC(=O)N(CCCl)CCCl.[Na+]. Cell line: MDA-MB-435. Synergy scores: CSS=3.90, Synergy_ZIP=8.01, Synergy_Bliss=10.5, Synergy_Loewe=-1.48, Synergy_HSA=-0.637. (7) Synergy scores: CSS=44.4, Synergy_ZIP=-1.87, Synergy_Bliss=1.06, Synergy_Loewe=-16.0, Synergy_HSA=-0.406. Drug 2: CC1C(C(CC(O1)OC2CC(OC(C2O)C)OC3=CC4=CC5=C(C(=O)C(C(C5)C(C(=O)C(C(C)O)O)OC)OC6CC(C(C(O6)C)O)OC7CC(C(C(O7)C)O)OC8CC(C(C(O8)C)O)(C)O)C(=C4C(=C3C)O)O)O)O. Cell line: HCC-2998. Drug 1: C1=NC(=NC(=O)N1C2C(C(C(O2)CO)O)O)N.